This data is from Catalyst prediction with 721,799 reactions and 888 catalyst types from USPTO. The task is: Predict which catalyst facilitates the given reaction. (1) Reactant: [CH2:1]([O:8][CH:9]1[CH2:12][CH:11]([OH:13])[CH2:10]1)[C:2]1[CH:7]=[CH:6][CH:5]=[CH:4][CH:3]=1.ClCCl.C(N(CC)CC)C.[CH3:24][S:25](Cl)(=[O:27])=[O:26]. Product: [CH3:24][S:25]([O:13][CH:11]1[CH2:12][CH:9]([O:8][CH2:1][C:2]2[CH:7]=[CH:6][CH:5]=[CH:4][CH:3]=2)[CH2:10]1)(=[O:27])=[O:26]. The catalyst class is: 6. (2) Product: [CH:8]1([C@H:14]([NH:22][C:23]([C:25]2[CH:30]=[CH:29][C:28]([C:31]3[CH:32]=[CH:33][C:34]([CH2:37][N:38]4[CH2:42][CH2:41][CH2:40][CH2:39]4)=[CH:35][CH:36]=3)=[CH:27][C:26]=2[NH:43][C:44]([NH:46][C:47]2[C:48]([CH3:55])=[CH:49][C:50]([CH3:54])=[CH:51][C:52]=2[CH3:53])=[O:45])=[O:24])[C:15]([OH:17])=[O:16])[CH2:13][CH2:12][CH2:11][CH2:10][CH2:9]1. Reactant: FC(F)(F)C(O)=O.[CH:8]1([C@H:14]([NH:22][C:23]([C:25]2[CH:30]=[CH:29][C:28]([C:31]3[CH:36]=[CH:35][C:34]([CH2:37][N:38]4[CH2:42][CH2:41][CH2:40][CH2:39]4)=[CH:33][CH:32]=3)=[CH:27][C:26]=2[NH:43][C:44]([NH:46][C:47]2[C:52]([CH3:53])=[CH:51][C:50]([CH3:54])=[CH:49][C:48]=2[CH3:55])=[O:45])=[O:24])[C:15]([O:17]C(C)(C)C)=[O:16])[CH2:13][CH2:12][CH2:11][CH2:10][CH2:9]1. The catalyst class is: 4. (3) Reactant: [O:1]=[C:2]1[C:11]2[C:6](=[CH:7][CH:8]=[CH:9][CH:10]=2)[CH:5]([C:12]([OH:14])=[O:13])[CH2:4][CH2:3]1.[BH4-].[Na+].[CH3:17][Si](C=[N+]=[N-])(C)C. Product: [OH:1][CH:2]1[C:11]2[C:6](=[CH:7][CH:8]=[CH:9][CH:10]=2)[CH:5]([C:12]([O:14][CH3:17])=[O:13])[CH2:4][CH2:3]1. The catalyst class is: 295. (4) Reactant: [CH2:1]1[C:4]2([CH:8]([NH:9][C:10](=[O:16])[O:11][C:12]([CH3:15])([CH3:14])[CH3:13])[CH2:7][NH:6][CH2:5]2)[CH2:3][CH2:2]1.[C:17]([C:19]1([C:22](O)=[O:23])[CH2:21][CH2:20]1)#[N:18].C(Cl)CCl.C1C=CC2N(O)N=NC=2C=1.CCN(C(C)C)C(C)C. Product: [C:17]([C:19]1([C:22]([N:6]2[CH2:7][CH:8]([NH:9][C:10](=[O:16])[O:11][C:12]([CH3:13])([CH3:15])[CH3:14])[C:4]3([CH2:1][CH2:2][CH2:3]3)[CH2:5]2)=[O:23])[CH2:21][CH2:20]1)#[N:18]. The catalyst class is: 44.